The task is: Predict the product of the given reaction.. This data is from Forward reaction prediction with 1.9M reactions from USPTO patents (1976-2016). Given the reactants Br[C:2]1[CH:3]=[N:4][C:5]([N:8]2[C:16]3[C:11](=[CH:12][CH:13]=[C:14]([C:17]([N:19]([CH3:21])[CH3:20])=[O:18])[CH:15]=3)[C:10]([S:22]([CH3:24])=[O:23])=[CH:9]2)=[N:6][CH:7]=1.[F:25][C:26]1[CH:31]=[CH:30][C:29]([O:32][CH3:33])=[CH:28][C:27]=1B(O)O, predict the reaction product. The product is: [F:25][C:26]1[CH:31]=[CH:30][C:29]([O:32][CH3:33])=[CH:28][C:27]=1[C:2]1[CH:3]=[N:4][C:5]([N:8]2[C:16]3[C:11](=[CH:12][CH:13]=[C:14]([C:17]([N:19]([CH3:21])[CH3:20])=[O:18])[CH:15]=3)[C:10]([S:22]([CH3:24])=[O:23])=[CH:9]2)=[N:6][CH:7]=1.